From a dataset of Reaction yield outcomes from USPTO patents with 853,638 reactions. Predict the reaction yield, written as a fraction of the theoretical maximum amount of product (1.0 means a 100% yield; for example, 0.34 means a 34% yield). (1) The reactants are [CH3:1][NH2:2].[F:3][C:4]1[CH:11]=[CH:10][CH:9]=[CH:8][C:5]=1[CH2:6]Br. The catalyst is O1CCCC1.C(OCC)(=O)C. The product is [F:3][C:4]1[CH:11]=[CH:10][CH:9]=[CH:8][C:5]=1[CH2:6][CH2:1][NH2:2]. The yield is 0.870. (2) The reactants are Cl.[C:2](Cl)(=[O:9])[C:3]1[CH:8]=[CH:7][N:6]=[CH:5][CH:4]=1.C(N(CC)CC)C.ClCCl.[CH3:21][C@H:22]1[CH2:27][CH2:26][CH2:25][CH2:24][N:23]1[C:28]1[CH:34]=[CH:33][C:32]([C:35]([F:38])([F:37])[F:36])=[CH:31][C:29]=1[NH2:30]. The catalyst is O. The product is [CH3:21][C@H:22]1[CH2:27][CH2:26][CH2:25][CH2:24][N:23]1[C:28]1[CH:34]=[CH:33][C:32]([C:35]([F:37])([F:36])[F:38])=[CH:31][C:29]=1[NH:30][C:2](=[O:9])[C:3]1[CH:8]=[CH:7][N:6]=[CH:5][CH:4]=1. The yield is 0.934. (3) The reactants are C[O:2][C:3]1[C:8]([C:9]2[CH:10]=[CH:11][C:12]3[C:13]4[NH:27][N:26](C5CCCCO5)[CH2:25][C:14]=4[C:15](=[O:24])[N:16]([CH2:19][C:20]([F:23])([F:22])[F:21])[C:17]=3[CH:18]=2)=[CH:7][CH:6]=[CH:5][N:4]=1.Cl.O1CCOCC1.C(OC(C)C)(C)C. The catalyst is C(Cl)Cl.CO. The product is [OH:2][C:3]1[C:8]([C:9]2[CH:10]=[CH:11][C:12]3[C:13]4[NH:27][N:26]=[CH:25][C:14]=4[C:15](=[O:24])[N:16]([CH2:19][C:20]([F:23])([F:21])[F:22])[C:17]=3[CH:18]=2)=[CH:7][CH:6]=[CH:5][N:4]=1. The yield is 0.650. (4) The reactants are [CH2:1]([S:3]([C:6]1[CH:7]=[C:8]([C:12]2[CH:20]=[C:19]([NH2:21])[C:18]([O:22][CH3:23])=[C:17]3[C:13]=2[C:14]2[CH:27]=[C:26]([CH3:28])[CH:25]=[N:24][C:15]=2[NH:16]3)[CH:9]=[CH:10][CH:11]=1)(=[O:5])=[O:4])[CH3:2].[CH3:29][N:30]([CH3:36])[CH2:31][CH2:32][C:33](Cl)=[O:34]. The catalyst is N1C=CC=CC=1. The product is [CH3:29][N:30]([CH3:36])[CH2:31][CH2:32][C:33]([NH:21][C:19]1[C:18]([O:22][CH3:23])=[C:17]2[C:13]([C:14]3[CH:27]=[C:26]([CH3:28])[CH:25]=[N:24][C:15]=3[NH:16]2)=[C:12]([C:8]2[CH:9]=[CH:10][CH:11]=[C:6]([S:3]([CH2:1][CH3:2])(=[O:5])=[O:4])[CH:7]=2)[CH:20]=1)=[O:34]. The yield is 0.550.